From a dataset of Reaction yield outcomes from USPTO patents with 853,638 reactions. Predict the reaction yield, written as a fraction of the theoretical maximum amount of product (1.0 means a 100% yield; for example, 0.34 means a 34% yield). (1) The reactants are [Cl:1][C:2]1[CH:3]=[C:4]([C:8]#[C:9][CH:10]([N:13]2[CH2:18][CH2:17][NH:16][CH2:15][CH2:14]2)[CH2:11][CH3:12])[CH:5]=[CH:6][CH:7]=1.C(N(CC)CC)C.Cl[C:27]([O:29][C:30]1[CH:35]=[CH:34][CH:33]=[CH:32][CH:31]=1)=[O:28]. The catalyst is C(Cl)Cl. The product is [C:30]1([O:29][C:27]([N:16]2[CH2:15][CH2:14][N:13]([CH:10]([CH2:11][CH3:12])[C:9]#[C:8][C:4]3[CH:5]=[CH:6][CH:7]=[C:2]([Cl:1])[CH:3]=3)[CH2:18][CH2:17]2)=[O:28])[CH:35]=[CH:34][CH:33]=[CH:32][CH:31]=1. The yield is 0.300. (2) The reactants are [CH3:1][O:2][C:3]1[CH:4]=[C:5]2[C:10](=[CH:11][C:12]=1[O:13][CH3:14])[N:9]=[CH:8][CH:7]=[C:6]2[O:15][C:16]1[CH:22]=[CH:21][C:19]([NH2:20])=[CH:18][C:17]=1[O:23][CH3:24].C(N(CC)CC)C.ClC(Cl)(O[C:36](=[O:42])OC(Cl)(Cl)Cl)Cl.[F:44][C:45]1[CH:50]=[CH:49][C:48]([C@H:51]([NH2:53])[CH3:52])=[CH:47][CH:46]=1. The product is [CH3:1][O:2][C:3]1[CH:4]=[C:5]2[C:10](=[CH:11][C:12]=1[O:13][CH3:14])[N:9]=[CH:8][CH:7]=[C:6]2[O:15][C:16]1[CH:22]=[CH:21][C:19]([NH:20][C:36]([NH:53][C@@H:51]([C:48]2[CH:49]=[CH:50][C:45]([F:44])=[CH:46][CH:47]=2)[CH3:52])=[O:42])=[CH:18][C:17]=1[O:23][CH3:24]. The catalyst is C(Cl)(Cl)Cl. The yield is 0.970. (3) The reactants are [NH2:1][C:2]1[N:10]=[CH:9][N:8]=[C:7]2[C:3]=1[N:4]=[CH:5][N:6]2[C@H:11]1[C@@H:15]2[O:16][C:17]([CH3:20])([CH3:19])[O:18][C@@H:14]2[C@@H:13]([CH2:21][N:22]([CH:27]2[CH2:30][CH2:29][CH2:28]2)[CH2:23][CH2:24][CH2:25][NH2:26])[O:12]1.[C:31]([C:35]1[CH:40]=[CH:39][C:38]([N:41]=[C:42]=[O:43])=[CH:37][CH:36]=1)([CH3:34])([CH3:33])[CH3:32]. The catalyst is C(Cl)Cl. The product is [NH2:1][C:2]1[N:10]=[CH:9][N:8]=[C:7]2[C:3]=1[N:4]=[CH:5][N:6]2[C@H:11]1[C@@H:15]2[O:16][C:17]([CH3:19])([CH3:20])[O:18][C@@H:14]2[C@@H:13]([CH2:21][N:22]([CH:27]2[CH2:30][CH2:29][CH2:28]2)[CH2:23][CH2:24][CH2:25][NH:26][C:42]([NH:41][C:38]2[CH:39]=[CH:40][C:35]([C:31]([CH3:34])([CH3:33])[CH3:32])=[CH:36][CH:37]=2)=[O:43])[O:12]1. The yield is 0.910. (4) The yield is 0.293. The reactants are [OH:1][C@@H:2]([C:23]1[CH:28]=[CH:27][CH:26]=[CH:25][CH:24]=1)[CH2:3][CH2:4][N:5]1[CH2:10][CH2:9][CH:8]([C:11]2[CH:12]=[C:13]([NH:17][C:18](=[O:22])[CH:19]([CH3:21])[CH3:20])[CH:14]=[CH:15][CH:16]=2)[CH2:7][CH2:6]1.[F:29][C:30]1[CH:35]=[CH:34][C:33]([F:36])=[CH:32][C:31]=1O.C1(P(C2C=CC=CC=2)C2C=CC=CC=2)C=CC=CC=1.N(C(OCC)=O)=NC(OCC)=O.N. The product is [F:29][C:30]1[CH:35]=[CH:34][C:33]([F:36])=[CH:32][C:31]=1[O:1][C@@H:2]([C:23]1[CH:24]=[CH:25][CH:26]=[CH:27][CH:28]=1)[CH2:3][CH2:4][N:5]1[CH2:10][CH2:9][CH:8]([C:11]2[CH:12]=[C:13]([NH:17][C:18](=[O:22])[CH:19]([CH3:21])[CH3:20])[CH:14]=[CH:15][CH:16]=2)[CH2:7][CH2:6]1. The catalyst is C1COCC1.C(Cl)(Cl)Cl. (5) The reactants are [N:1]([CH2:4][C:5]1[CH:10]=[CH:9][C:8]([C:11]2C=C[CH:14]=[CH:13][CH:12]=2)=[C:7]([O:17][CH3:18])[CH:6]=1)=[N+:2]=[N-:3].C(C1C=CC(CCl)=CC=1OC)CCC. No catalyst specified. The product is [N:1]([CH2:4][C:5]1[CH:10]=[CH:9][C:8]([CH2:11][CH2:12][CH2:13][CH3:14])=[C:7]([O:17][CH3:18])[CH:6]=1)=[N+:2]=[N-:3]. The yield is 0.360.